Dataset: Catalyst prediction with 721,799 reactions and 888 catalyst types from USPTO. Task: Predict which catalyst facilitates the given reaction. (1) Reactant: Cl.[F:2][C:3]1[CH:8]=[C:7]([O:9][CH2:10][CH:11]2[CH2:16][CH2:15][NH:14][CH2:13][CH2:12]2)[CH:6]=[CH:5][C:4]=1[C:17]1[N:18]=[CH:19][C:20]([C:23]([O:25][CH3:26])=[O:24])=[N:21][CH:22]=1.[CH3:27][C:28]1([CH3:31])[CH2:30][O:29]1.C([O-])([O-])=O.[K+].[K+].[NH4+].[Cl-]. Product: [F:2][C:3]1[CH:8]=[C:7]([O:9][CH2:10][CH:11]2[CH2:12][CH2:13][N:14]([CH2:27][C:28]([OH:29])([CH3:31])[CH3:30])[CH2:15][CH2:16]2)[CH:6]=[CH:5][C:4]=1[C:17]1[N:18]=[CH:19][C:20]([C:23]([O:25][CH3:26])=[O:24])=[N:21][CH:22]=1. The catalyst class is: 14. (2) Reactant: [CH2:1]([O:3][C:4]([C:6]1[C:10]([O:11][CH2:12][CH:13]=O)=[C:9]([C:15]2[CH:20]=[CH:19][C:18]([Cl:21])=[CH:17][CH:16]=2)[N:8]([C:22]2[CH:27]=[CH:26][CH:25]=[CH:24][C:23]=2[Cl:28])[N:7]=1)=[O:5])[CH3:2].[F:29][C:30]([F:34])([F:33])[CH2:31][NH2:32].C(O[BH-](OC(=O)C)OC(=O)C)(=O)C.[Na+].C(O)(=O)C. Product: [CH2:1]([O:3][C:4]([C:6]1[C:10]([O:11][CH2:12][CH2:13][NH:32][CH2:31][C:30]([F:34])([F:33])[F:29])=[C:9]([C:15]2[CH:16]=[CH:17][C:18]([Cl:21])=[CH:19][CH:20]=2)[N:8]([C:22]2[CH:27]=[CH:26][CH:25]=[CH:24][C:23]=2[Cl:28])[N:7]=1)=[O:5])[CH3:2]. The catalyst class is: 26. (3) Reactant: [C:1](Cl)(=O)[C:2]([Cl:4])=[O:3].[CH3:7][C:8]([O:11][C:12]([C:14]1[CH:15]=C([CH:20]=[CH:21][CH:22]=1)C(O)=O)=[O:13])([CH3:10])[CH3:9]. Product: [Cl:4][C:2]([C:1]1[CH:15]=[C:14]([CH:22]=[CH:21][CH:20]=1)[C:12]([O:11][C:8]([CH3:9])([CH3:10])[CH3:7])=[O:13])=[O:3]. The catalyst class is: 120. (4) The catalyst class is: 1. Reactant: [CH:1]1([C:4]2[N:13]=[C:12]([C:14]([F:17])([F:16])[F:15])[CH:11]=[CH:10][C:5]=2[C:6](OC)=[O:7])[CH2:3][CH2:2]1.[H-].[Al+3].[Li+].[H-].[H-].[H-].CCOC(C)=O.C(C(C(C([O-])=O)O)O)([O-])=O.[Na+].[K+]. Product: [CH:1]1([C:4]2[C:5]([CH2:6][OH:7])=[CH:10][CH:11]=[C:12]([C:14]([F:17])([F:15])[F:16])[N:13]=2)[CH2:3][CH2:2]1. (5) Reactant: Br[C:2]1[N:9]=[CH:8][CH:7]=[C:6]([Cl:10])[C:3]=1[CH:4]=[O:5].[CH3:11][C:12]1([CH3:25])[CH2:24][C:15]2[C:16]3[CH2:21][CH2:20][NH:19][C:18](=[O:22])[C:17]=3[S:23][C:14]=2[CH2:13]1.CC1(C)C2C(=C(P(C3C=CC=CC=3)C3C=CC=CC=3)C=CC=2)OC2C(P(C3C=CC=CC=3)C3C=CC=CC=3)=CC=CC1=2.C([O-])([O-])=O.[Cs+].[Cs+]. Product: [Cl:10][C:6]1[CH:7]=[CH:8][N:9]=[C:2]([N:19]2[CH2:20][CH2:21][C:16]3[C:15]4[CH2:24][C:12]([CH3:11])([CH3:25])[CH2:13][C:14]=4[S:23][C:17]=3[C:18]2=[O:22])[C:3]=1[CH:4]=[O:5]. The catalyst class is: 102. (6) Reactant: [H-].[Na+].[C:3]([C:6]1[CH:10]=[C:9]([CH3:11])[S:8][C:7]=1[CH3:12])(=[O:5])[CH3:4].C[O:14][C:15](=O)[C:16]1[CH:21]=[CH:20][C:19]([C:22]([CH3:25])([CH3:24])[CH3:23])=[CH:18][CH:17]=1.Cl. Product: [C:22]([C:19]1[CH:18]=[CH:17][C:16]([C:15](=[O:14])[CH2:4][C:3]([C:6]2[CH:10]=[C:9]([CH3:11])[S:8][C:7]=2[CH3:12])=[O:5])=[CH:21][CH:20]=1)([CH3:25])([CH3:23])[CH3:24]. The catalyst class is: 30. (7) Reactant: [C:1]([N:8]1[CH2:15][CH2:14][CH2:13][C@@H:9]1[C:10]([NH2:12])=O)([O:3][C:4]([CH3:7])([CH3:6])[CH3:5])=[O:2].COC1C=CC(P2(SP(C3C=CC(OC)=CC=3)(=S)S2)=[S:25])=CC=1. Product: [C:10]([C@H:9]1[CH2:13][CH2:14][CH2:15][N:8]1[C:1]([O:3][C:4]([CH3:7])([CH3:6])[CH3:5])=[O:2])(=[S:25])[NH2:12]. The catalyst class is: 2. (8) Reactant: [NH2:1][C:2]1[CH:3]=[C:4]([CH:9]=[CH:10][CH:11]=1)[C:5]([O:7][CH3:8])=[O:6].C(N(CC)CC)C.[Br:19][CH2:20][C:21](Br)=[O:22]. Product: [CH3:8][O:7][C:5](=[O:6])[C:4]1[CH:9]=[CH:10][CH:11]=[C:2]([NH:1][C:21](=[O:22])[CH2:20][Br:19])[CH:3]=1. The catalyst class is: 4. (9) Reactant: C[O:2][C:3](=[O:39])[C:4]1[CH:9]=[CH:8][CH:7]=[C:6]([CH:10]=[CH:11][C:12]2[CH:17]=[CH:16][C:15]([O:18][CH2:19][C:20]3[N:21]([C:28]4[CH:33]=[CH:32][CH:31]=[CH:30][C:29]=4[C:34]([F:37])([F:36])[F:35])[N:22]=[CH:23][C:24]=3[CH:25]([CH3:27])[CH3:26])=[CH:14][C:13]=2[CH3:38])[CH:5]=1.[Li+].[OH-].O. Product: [CH:25]([C:24]1[CH:23]=[N:22][N:21]([C:28]2[CH:33]=[CH:32][CH:31]=[CH:30][C:29]=2[C:34]([F:35])([F:36])[F:37])[C:20]=1[CH2:19][O:18][C:15]1[CH:16]=[CH:17][C:12]([CH:11]=[CH:10][C:6]2[CH:5]=[C:4]([CH:9]=[CH:8][CH:7]=2)[C:3]([OH:39])=[O:2])=[C:13]([CH3:38])[CH:14]=1)([CH3:27])[CH3:26]. The catalyst class is: 12.